This data is from Reaction yield outcomes from USPTO patents with 853,638 reactions. The task is: Predict the reaction yield, written as a fraction of the theoretical maximum amount of product (1.0 means a 100% yield; for example, 0.34 means a 34% yield). (1) The reactants are [F:1][C:2]1[CH:3]=[C:4]([NH:10][C:11](=[O:13])[CH3:12])[CH:5]=[CH:6][C:7]=1[S:8][CH3:9].ClC1[CH:20]=[CH:19][C:18]([CH3:21])=[CH:17][C:16]=1[N+:22]([O-:24])=[O:23]. The yield is 0.650. The catalyst is CN(C=O)C.O. The product is [F:1][C:2]1[CH:3]=[C:4]([NH:10][C:11](=[O:13])[CH3:12])[CH:5]=[CH:6][C:7]=1[S:8][C:9]1[CH:20]=[CH:19][C:18]([CH3:21])=[CH:17][C:16]=1[N+:22]([O-:24])=[O:23]. (2) The catalyst is C1COCC1. The reactants are [Li]CCCC.[O:6]1[CH:10]=[CH:9][CH:8]=[C:7]1[C:11]1[O:12][CH:13]=[CH:14][CH:15]=1.[Sn:16](Cl)([CH2:25][CH2:26][CH2:27][CH3:28])([CH2:21][CH2:22][CH2:23][CH3:24])[CH2:17][CH2:18][CH2:19][CH3:20]. The yield is 0.600. The product is [CH2:25]([Sn:16]([CH2:17][CH2:18][CH2:19][CH3:20])([CH2:21][CH2:22][CH2:23][CH3:24])[C:7]1([C:11]2[O:12][CH:13]=[CH:14][CH:15]=2)[CH2:8][CH:9]=[CH:10][O:6]1)[CH2:26][CH2:27][CH3:28]. (3) The reactants are C(OC([N:6]1[CH2:12][CH2:11][C:10]2[C:13]([Cl:20])=[C:14]([C:16]([F:19])([F:18])[F:17])[S:15][C:9]=2[CH2:8][CH2:7]1)=O)C.I[Si](C)(C)C. The catalyst is C(Cl)Cl. The product is [Cl:20][C:13]1[C:10]2[CH2:11][CH2:12][NH:6][CH2:7][CH2:8][C:9]=2[S:15][C:14]=1[C:16]([F:18])([F:17])[F:19]. The yield is 0.180. (4) The reactants are [C:1]([N:5]([CH3:17])[S:6]([C:9]1[CH:14]=[CH:13][CH:12]=[CH:11][C:10]=1[C:15]#[N:16])(=[O:8])=[O:7])([CH3:4])([CH3:3])[CH3:2].[ClH:18]. The catalyst is CO.[Pd]. The product is [ClH:18].[NH2:16][CH2:15][C:10]1[CH:11]=[CH:12][CH:13]=[CH:14][C:9]=1[S:6]([N:5]([C:1]([CH3:4])([CH3:3])[CH3:2])[CH3:17])(=[O:8])=[O:7]. The yield is 0.420. (5) The reactants are C(=O)(O)[O-].[Na+].[NH:6]([C:16]([O:18][C:19]([CH3:22])([CH3:21])[CH3:20])=[O:17])[C@H:7]([C:13]([OH:15])=[O:14])[CH2:8][CH2:9][CH2:10][CH2:11][NH2:12].Cl.N1(S([N:32]=[N+:33]=[N-])(=O)=O)C=CN=C1.S(=O)(=O)(O)[O-].[K+]. The catalyst is CO.O.O.O.O.O.S([O-])([O-])(=O)=O.[Cu+2].O. The product is [N:12]([CH2:11][CH2:10][CH2:9][CH2:8][C@H:7]([NH:6][C:16]([O:18][C:19]([CH3:22])([CH3:21])[CH3:20])=[O:17])[C:13]([OH:15])=[O:14])=[N+:32]=[N-:33]. The yield is 0.860. (6) The reactants are Br[C:2]1[CH:6]=[CH:5][O:4][C:3]=1[CH:7]1[O:11][CH2:10][CH2:9][O:8]1.C([Li])(C)(C)C.CN([CH:20]=[O:21])C.O.O.C(O)(=O)C(O)=O. The product is [O:8]1[CH2:9][CH2:10][O:11][CH:7]1[C:3]1[O:4][CH:5]=[CH:6][C:2]=1[CH:20]=[O:21]. The catalyst is CCOCC.O. The yield is 0.680. (7) The catalyst is C(Cl)Cl.C(Cl)CCl. The reactants are [C:1]1([CH2:7][C:8](Cl)=O)[CH:6]=[CH:5][CH:4]=[CH:3][CH:2]=1.[CH2:11]([O:13][C:14](=[O:33])[C:15]1[C:20]([NH:21][C:22]2[CH:27]=[CH:26][C:25]([Br:28])=[CH:24][C:23]=2[Cl:29])=[C:19]([Cl:30])[C:18]([NH:31][NH2:32])=[N:17][CH:16]=1)C.C(N(CC)CC)C.O=P(Cl)(Cl)Cl. The yield is 0.300. The product is [CH3:11][O:13][C:14]([C:15]1[C:20]([NH:21][C:22]2[CH:27]=[CH:26][C:25]([Br:28])=[CH:24][C:23]=2[Cl:29])=[C:19]([Cl:30])[C:18]2[N:17]([C:8]([CH2:7][C:1]3[CH:2]=[CH:3][CH:4]=[CH:5][CH:6]=3)=[N:32][N:31]=2)[CH:16]=1)=[O:33].